The task is: Predict the reactants needed to synthesize the given product.. This data is from Full USPTO retrosynthesis dataset with 1.9M reactions from patents (1976-2016). Given the product [OH:8][C@@H:9]1[C@@:26]2([CH3:27])[C:13](=[CH:14][CH:15]=[C:16]3[C@@H:25]2[CH2:24][CH2:23][C@@:21]2([CH3:22])[C@H:17]3[CH2:18][CH:19]=[C:20]2[CH2:28][S:29]/[CH:30]=[CH:31]/[CH2:32][C:33]([OH:36])([CH3:35])[CH3:34])[CH2:12][C@@H:11]([OH:44])[CH2:10]1, predict the reactants needed to synthesize it. The reactants are: [Si]([O:8][C@@H:9]1[C@@:26]2([CH3:27])[C:13](=[CH:14][CH:15]=[C:16]3[C@@H:25]2[CH2:24][CH2:23][C@@:21]2([CH3:22])[C@H:17]3[CH2:18][CH:19]=[C:20]2[CH2:28][S:29]/[CH:30]=[CH:31]/[CH2:32][C:33]([O:36][Si](CC)(CC)CC)([CH3:35])[CH3:34])[CH2:12][C@@H:11]([O:44][Si](C(C)(C)C)(C)C)[CH2:10]1)(C(C)(C)C)(C)C.O1CCCC1.[F-].C([N+](CCCC)(CCCC)CCCC)CCC.